This data is from Forward reaction prediction with 1.9M reactions from USPTO patents (1976-2016). The task is: Predict the product of the given reaction. (1) Given the reactants [CH2:1]([O:8][N:9]1[C:15](=[O:16])[N:14]2[CH2:17][C@H:10]1[CH2:11][CH2:12][C@H:13]2[C:18]([OH:20])=O)[C:2]1[CH:7]=[CH:6][CH:5]=[CH:4][CH:3]=1.[NH2:21][O:22][CH2:23][C@@H:24]1[CH2:27][CH2:26][N:25]1[C:28]([O:30][C:31]([CH3:34])([CH3:33])[CH3:32])=[O:29], predict the reaction product. The product is: [CH2:1]([O:8][N:9]1[C:15](=[O:16])[N:14]2[CH2:17][C@H:10]1[CH2:11][CH2:12][C@H:13]2[C:18]([NH:21][O:22][CH2:23][C@@H:24]1[CH2:27][CH2:26][N:25]1[C:28]([O:30][C:31]([CH3:34])([CH3:33])[CH3:32])=[O:29])=[O:20])[C:2]1[CH:3]=[CH:4][CH:5]=[CH:6][CH:7]=1. (2) Given the reactants [CH3:1][C@@H:2]1[CH2:7][N:6]([CH2:8][C:9]2[CH:14]=[CH:13][C:12]([N+:15]([O-])=O)=[CH:11][CH:10]=2)[CH2:5][CH2:4][N:3]1[C:18]([O:20][C:21]([CH3:24])([CH3:23])[CH3:22])=[O:19].NC1C=CC(CN2CCN(C(OC(C)(C)C)=O)[C@@H](C)C2)=CC=1.[OH-].[K+], predict the reaction product. The product is: [NH2:15][C:12]1[CH:13]=[CH:14][C:9]([CH2:8][N:6]2[CH2:5][CH2:4][N:3]([C:18]([O:20][C:21]([CH3:24])([CH3:23])[CH3:22])=[O:19])[C@H:2]([CH3:1])[CH2:7]2)=[CH:10][CH:11]=1.